Regression. Given two drug SMILES strings and cell line genomic features, predict the synergy score measuring deviation from expected non-interaction effect. From a dataset of NCI-60 drug combinations with 297,098 pairs across 59 cell lines. (1) Drug 1: C1=CC(=CC=C1CC(C(=O)O)N)N(CCCl)CCCl.Cl. Drug 2: C1=CN(C=N1)CC(O)(P(=O)(O)O)P(=O)(O)O. Cell line: CCRF-CEM. Synergy scores: CSS=23.5, Synergy_ZIP=-1.92, Synergy_Bliss=-10.5, Synergy_Loewe=-37.0, Synergy_HSA=-11.8. (2) Drug 1: CC12CCC3C(C1CCC2=O)CC(=C)C4=CC(=O)C=CC34C. Drug 2: C1C(C(OC1N2C=NC(=NC2=O)N)CO)O. Cell line: NCI-H226. Synergy scores: CSS=14.7, Synergy_ZIP=-8.02, Synergy_Bliss=1.37, Synergy_Loewe=-1.53, Synergy_HSA=-1.33.